The task is: Predict the reaction yield, written as a fraction of the theoretical maximum amount of product (1.0 means a 100% yield; for example, 0.34 means a 34% yield).. This data is from Reaction yield outcomes from USPTO patents with 853,638 reactions. (1) The reactants are [OH:1][C:2]1([C:14]2[CH:18]=[CH:17][S:16][C:15]=2[C:19]2[CH:24]=[CH:23][CH:22]=[CH:21][C:20]=2O)[CH2:6][CH2:5][N:4]([C:7]([O:9][C:10]([CH3:13])([CH3:12])[CH3:11])=[O:8])[CH2:3]1.B(F)(F)F.O. The catalyst is C(Cl)Cl. The product is [S:16]1[C:15]2[C:19]3[CH:24]=[CH:23][CH:22]=[CH:21][C:20]=3[O:1][C:2]3([CH2:6][CH2:5][N:4]([C:7]([O:9][C:10]([CH3:13])([CH3:12])[CH3:11])=[O:8])[CH2:3]3)[C:14]=2[CH:18]=[CH:17]1. The yield is 0.920. (2) The reactants are [C:1]([O:5][C:6]([NH:8][CH2:9][CH2:10][N:11]1[CH:15]=[CH:14][C:13](/[CH:16]=[C:17]2\[CH2:18][N:19]([C:24]([C:37]3[CH:42]=[CH:41][CH:40]=[CH:39][CH:38]=3)([C:31]3[CH:36]=[CH:35][CH:34]=[CH:33][CH:32]=3)[C:25]3[CH:30]=[CH:29][CH:28]=[CH:27][CH:26]=3)[CH2:20][CH2:21][C:22]\2=[O:23])=[N:12]1)=[O:7])([CH3:4])([CH3:3])[CH3:2].ClCCl.CO.[BH4-].[Na+]. The catalyst is O. The product is [C:1]([O:5][C:6]([NH:8][CH2:9][CH2:10][N:11]1[CH:15]=[CH:14][C:13](/[CH:16]=[C:17]2\[CH2:18][N:19]([C:24]([C:31]3[CH:32]=[CH:33][CH:34]=[CH:35][CH:36]=3)([C:37]3[CH:38]=[CH:39][CH:40]=[CH:41][CH:42]=3)[C:25]3[CH:26]=[CH:27][CH:28]=[CH:29][CH:30]=3)[CH2:20][CH2:21][CH:22]\2[OH:23])=[N:12]1)=[O:7])([CH3:4])([CH3:2])[CH3:3]. The yield is 0.840. (3) The reactants are [CH3:1][O:2][C:3]1[CH:4]=[C:5]2[C:9](=[CH:10][C:11]=1[O:12][CH3:13])[C:8](=[O:14])[CH2:7][CH2:6]2.[N:15]1[CH:20]=[CH:19][C:18]([CH:21]=O)=[CH:17][CH:16]=1.[OH-].[K+]. The catalyst is O. The product is [CH3:1][O:2][C:3]1[CH:4]=[C:5]2[C:9](=[CH:10][C:11]=1[O:12][CH3:13])[C:8](=[O:14])[C:7](=[CH:21][C:18]1[CH:19]=[CH:20][N:15]=[CH:16][CH:17]=1)[CH2:6]2. The yield is 0.980.